This data is from NCI-60 drug combinations with 297,098 pairs across 59 cell lines. The task is: Regression. Given two drug SMILES strings and cell line genomic features, predict the synergy score measuring deviation from expected non-interaction effect. (1) Drug 2: CC1=CC=C(C=C1)C2=CC(=NN2C3=CC=C(C=C3)S(=O)(=O)N)C(F)(F)F. Synergy scores: CSS=4.65, Synergy_ZIP=-3.74, Synergy_Bliss=-3.60, Synergy_Loewe=-11.9, Synergy_HSA=-3.09. Cell line: SK-OV-3. Drug 1: CC1C(C(CC(O1)OC2CC(CC3=C2C(=C4C(=C3O)C(=O)C5=C(C4=O)C(=CC=C5)OC)O)(C(=O)C)O)N)O.Cl. (2) Drug 1: CCN(CC)CCNC(=O)C1=C(NC(=C1C)C=C2C3=C(C=CC(=C3)F)NC2=O)C. Drug 2: C1C(C(OC1N2C=NC3=C2NC=NCC3O)CO)O. Cell line: MCF7. Synergy scores: CSS=-1.96, Synergy_ZIP=-1.37, Synergy_Bliss=-3.82, Synergy_Loewe=-5.13, Synergy_HSA=-4.15. (3) Drug 1: CC12CCC3C(C1CCC2=O)CC(=C)C4=CC(=O)C=CC34C. Drug 2: C(CN)CNCCSP(=O)(O)O. Cell line: RPMI-8226. Synergy scores: CSS=13.7, Synergy_ZIP=-16.8, Synergy_Bliss=-23.5, Synergy_Loewe=-21.8, Synergy_HSA=-22.4. (4) Drug 1: C1=CN(C(=O)N=C1N)C2C(C(C(O2)CO)O)O.Cl. Drug 2: C1CC(C1)(C(=O)O)C(=O)O.[NH2-].[NH2-].[Pt+2]. Cell line: CCRF-CEM. Synergy scores: CSS=84.3, Synergy_ZIP=2.36, Synergy_Bliss=2.00, Synergy_Loewe=0.673, Synergy_HSA=4.84. (5) Drug 1: CCCCCOC(=O)NC1=NC(=O)N(C=C1F)C2C(C(C(O2)C)O)O. Drug 2: CC12CCC3C(C1CCC2OP(=O)(O)O)CCC4=C3C=CC(=C4)OC(=O)N(CCCl)CCCl.[Na+]. Cell line: HS 578T. Synergy scores: CSS=-0.530, Synergy_ZIP=2.98, Synergy_Bliss=4.73, Synergy_Loewe=-2.37, Synergy_HSA=-1.50.